From a dataset of Full USPTO retrosynthesis dataset with 1.9M reactions from patents (1976-2016). Predict the reactants needed to synthesize the given product. Given the product [N:12]1[CH:17]=[CH:16][C:15]([C:2]2[C:6]3[C:7](=[O:11])[NH:8][CH:9]=[CH:10][C:5]=3[O:4][CH:3]=2)=[CH:14][CH:13]=1, predict the reactants needed to synthesize it. The reactants are: Br[C:2]1[C:6]2[C:7](=[O:11])[NH:8][CH:9]=[CH:10][C:5]=2[O:4][CH:3]=1.[N:12]1[CH:17]=[CH:16][C:15](B(O)O)=[CH:14][CH:13]=1.C([O-])([O-])=O.[Na+].[Na+].Cl.